This data is from Full USPTO retrosynthesis dataset with 1.9M reactions from patents (1976-2016). The task is: Predict the reactants needed to synthesize the given product. (1) Given the product [CH3:24][C@@H:16]([NH:15][C:13]([C@@H:12]([C:4]1[CH:3]=[C:2]([O:1][S:33]([C:36]([F:39])([F:38])[F:37])(=[O:35])=[O:34])[CH:7]=[C:6]([C:8]([F:10])([F:11])[F:9])[CH:5]=1)[CH3:25])=[O:14])[CH2:17][C:18]1[CH:19]=[CH:20][CH:21]=[CH:22][CH:23]=1, predict the reactants needed to synthesize it. The reactants are: [OH:1][C:2]1[CH:3]=[C:4]([C@@H:12]([CH3:25])[C:13]([NH:15][C@H:16]([CH3:24])[CH2:17][C:18]2[CH:23]=[CH:22][CH:21]=[CH:20][CH:19]=2)=[O:14])[CH:5]=[C:6]([C:8]([F:11])([F:10])[F:9])[CH:7]=1.C1C=CC(N([S:33]([C:36]([F:39])([F:38])[F:37])(=[O:35])=[O:34])[S:33]([C:36]([F:39])([F:38])[F:37])(=[O:35])=[O:34])=CC=1. (2) Given the product [CH:39]([C:7]1[CH:6]=[CH:5][C:4]([CH:8]2[CH2:13][CH2:12][N:11]([C:14]([O:16][C:17]([CH3:20])([CH3:19])[CH3:18])=[O:15])[CH2:10][CH2:9]2)=[CH:3][C:2]=1[OH:1])=[O:40], predict the reactants needed to synthesize it. The reactants are: [OH:1][C:2]1[CH:3]=[C:4]([CH:8]2[CH2:13][CH2:12][NH:11][CH2:10][CH2:9]2)[CH:5]=[CH:6][CH:7]=1.[C:14](O[C:14]([O:16][C:17]([CH3:20])([CH3:19])[CH3:18])=[O:15])([O:16][C:17]([CH3:20])([CH3:19])[CH3:18])=[O:15].C(N(CC)CC)C.[Cl-].[Mg+2].[Cl-].[CH2:39]=[O:40].Cl. (3) Given the product [Cl:1][C:2]1[CH:3]=[C:4]([N:12]([CH2:22][CH3:23])[C@H:13]2[CH2:14][CH2:15][C@H:16]([N:19]([CH3:21])[CH3:20])[CH2:17][CH2:18]2)[C:5]([CH3:11])=[C:6]([CH:10]=1)[C:7]([NH:72][CH2:71][C:62]1[C:63]([C:67]([F:69])([F:70])[F:68])=[N:64][N:65]([CH3:66])[C:61]=1[O:60][CH3:59])=[O:8], predict the reactants needed to synthesize it. The reactants are: [Cl:1][C:2]1[CH:3]=[C:4]([N:12]([CH2:22][CH3:23])[C@H:13]2[CH2:18][CH2:17][C@H:16]([N:19]([CH3:21])[CH3:20])[CH2:15][CH2:14]2)[C:5]([CH3:11])=[C:6]([CH:10]=1)[C:7](O)=[O:8].N#N.CN(C(ON1N=NC2C=CC=NC1=2)=[N+](C)C)C.F[P-](F)(F)(F)(F)F.CCN(C(C)C)C(C)C.[CH3:59][O:60][C:61]1[N:65]([CH3:66])[N:64]=[C:63]([C:67]([F:70])([F:69])[F:68])[C:62]=1[CH2:71][NH2:72]. (4) Given the product [CH3:1][O:2][C:3]1[CH:4]=[C:5]2[C:10](=[CH:11][CH:12]=1)[N:9]=[C:8]([N:13]1[CH2:18][CH2:17][N:16]([CH2:34][C@@H:31]3[O:30][C:26]4=[C:27]5[C:22](=[CH:23][CH:24]=[C:25]4[O:33][CH2:32]3)[N:21]=[C:20]([CH3:19])[CH:29]=[CH:28]5)[CH2:15][CH2:14]1)[CH:7]=[CH:6]2, predict the reactants needed to synthesize it. The reactants are: [CH3:1][O:2][C:3]1[CH:4]=[C:5]2[C:10](=[CH:11][CH:12]=1)[N:9]=[C:8]([N:13]1[CH2:18][CH2:17][NH:16][CH2:15][CH2:14]1)[CH:7]=[CH:6]2.[CH3:19][C:20]1[CH:29]=[CH:28][C:27]2[C:22](=[CH:23][CH:24]=[C:25]3[O:33][CH2:32][C@H:31]([CH2:34]OS(C4C=CC(Br)=CC=4)(=O)=O)[O:30][C:26]3=2)[N:21]=1.C(=O)(O)[O-].[Na+].